Dataset: Catalyst prediction with 721,799 reactions and 888 catalyst types from USPTO. Task: Predict which catalyst facilitates the given reaction. Reactant: [F:1][C:2]1[CH:7]=[CH:6][C:5]([N:8]2[C:11](=[O:12])[C@H:10]([S:13][CH2:14][C:15]([C:17]3[CH:22]=[CH:21][C:20]([F:23])=[CH:19][CH:18]=3)=[O:16])[C@H:9]2[C:24]2[CH:41]=[CH:40][C:27]([O:28][CH2:29][C:30]([NH:32][C@@H:33]([C:37]([OH:39])=O)[CH:34]([CH3:36])[CH3:35])=[O:31])=[CH:26][CH:25]=2)=[CH:4][CH:3]=1.Cl.C([O:47][CH2:48][C@H:49]([C:51]([O:53]C(C)(C)C)=[O:52])[NH2:50])(C)(C)C.CN1CCOCC1.CN(C(ON1N=NC2C=CC=CC1=2)=[N+](C)C)C.[B-](F)(F)(F)F.C(N(CC)CC)C.[BH4-].[Na+].C([O-])(=O)C.[NH4+]. Product: [F:1][C:2]1[CH:3]=[CH:4][C:5]([N:8]2[C:11](=[O:12])[C@H:10]([S:13][CH2:14][CH:15]([C:17]3[CH:22]=[CH:21][C:20]([F:23])=[CH:19][CH:18]=3)[OH:16])[C@H:9]2[C:24]2[CH:41]=[CH:40][C:27]([O:28][CH2:29][C:30]([NH:32][C@@H:33]([C:37]([NH:50][C@@H:49]([C:51]([OH:53])=[O:52])[CH2:48][OH:47])=[O:39])[CH:34]([CH3:35])[CH3:36])=[O:31])=[CH:26][CH:25]=2)=[CH:6][CH:7]=1. The catalyst class is: 61.